Dataset: Catalyst prediction with 721,799 reactions and 888 catalyst types from USPTO. Task: Predict which catalyst facilitates the given reaction. Reactant: [NH2:1][C:2]1[CH:6]=[CH:5][NH:4][C:3]=1[C:7]([O:9][CH2:10][CH3:11])=[O:8].[NH:12]1[C:16]2[CH:17]=[CH:18][CH:19]=[CH:20][C:15]=2[N:14]=[C:13]1[S:21][C:22]1[O:26][C:25]([CH:27]=O)=[CH:24][CH:23]=1.[C:29]1(=O)[CH2:34][CH2:33][CH2:32][C:31](=[O:35])[CH2:30]1. The catalyst class is: 51. Product: [CH2:10]([O:9][C:7]([C:3]1[NH:4][CH:5]=[C:6]2[CH:27]([C:25]3[O:26][C:22]([S:21][C:13]4[NH:12][C:16]5[CH:17]=[CH:18][CH:19]=[CH:20][C:15]=5[N:14]=4)=[CH:23][CH:24]=3)[C:30]3[C:31](=[O:35])[CH2:32][CH2:33][CH2:34][C:29]=3[NH:1][C:2]=12)=[O:8])[CH3:11].